From a dataset of Full USPTO retrosynthesis dataset with 1.9M reactions from patents (1976-2016). Predict the reactants needed to synthesize the given product. (1) Given the product [C:26]([CH:23]1[CH2:24][CH2:25][C:20]([C:12]2[CH:13]=[CH:14][C:15]([NH2:17])=[CH:16][C:11]=2[N:8]2[CH2:9][CH2:10][N:5]([CH2:1][CH2:2][CH2:3][CH3:4])[CH2:6][CH2:7]2)=[CH:21][CH2:22]1)([CH3:29])([CH3:28])[CH3:27], predict the reactants needed to synthesize it. The reactants are: [CH2:1]([N:5]1[CH2:10][CH2:9][N:8]([C:11]2[CH:16]=[C:15]([N+:17]([O-])=O)[CH:14]=[CH:13][C:12]=2[C:20]2[CH2:25][CH2:24][CH:23]([C:26]([CH3:29])([CH3:28])[CH3:27])[CH2:22][CH:21]=2)[CH2:7][CH2:6]1)[CH2:2][CH2:3][CH3:4].[Cl-].[NH4+]. (2) Given the product [C:31]([C:5]1[N:4]([CH2:3][C:2]([OH:33])=[O:1])[CH:8]=[C:7]([C:9]([C:15]2[CH:16]=[C:17]3[C:21](=[CH:22][CH:23]=2)[N:20]([C:24]2[CH:25]=[CH:26][C:27]([F:30])=[CH:28][CH:29]=2)[N:19]=[CH:18]3)([OH:14])[C:10]([F:12])([F:13])[F:11])[CH:6]=1)#[N:32], predict the reactants needed to synthesize it. The reactants are: [O:1]=[CH:2][CH2:3][N:4]1[CH:8]=[C:7]([C:9]([C:15]2[CH:16]=[C:17]3[C:21](=[CH:22][CH:23]=2)[N:20]([C:24]2[CH:29]=[CH:28][C:27]([F:30])=[CH:26][CH:25]=2)[N:19]=[CH:18]3)([OH:14])[C:10]([F:13])([F:12])[F:11])[CH:6]=[C:5]1[C:31]#[N:32].[O-:33][Mn](=O)(=O)=O.[K+]. (3) Given the product [F:1][C:2]1[CH:7]=[CH:6][C:5]([N+:8]([O-:10])=[O:9])=[CH:4][C:3]=1[S:12]([Cl:11])(=[O:14])=[O:13], predict the reactants needed to synthesize it. The reactants are: [F:1][C:2]1[CH:7]=[CH:6][C:5]([N+:8]([O-:10])=[O:9])=[CH:4][CH:3]=1.[Cl:11][S:12](O)(=[O:14])=[O:13]. (4) Given the product [CH2:25]([C@H:20]1[C@H:19]([OH:23])[C@H:18]([CH3:24])[N:17]([C:15]2[CH:14]=[CH:13][C:10]([C:11]#[N:12])=[C:9]([Cl:8])[CH:16]=2)[C:21]1=[O:22])[C:26]1[CH:31]=[CH:30][CH:29]=[CH:28][CH:27]=1, predict the reactants needed to synthesize it. The reactants are: C(NC(C)C)(C)C.[Cl:8][C:9]1[CH:16]=[C:15]([N:17]2[C:21](=[O:22])[CH2:20][C@H:19]([OH:23])[C@@H:18]2[CH3:24])[CH:14]=[CH:13][C:10]=1[C:11]#[N:12].[CH2:25](Br)[C:26]1[CH:31]=[CH:30][CH:29]=[CH:28][CH:27]=1.C(O)(=O)C.